This data is from NCI-60 drug combinations with 297,098 pairs across 59 cell lines. The task is: Regression. Given two drug SMILES strings and cell line genomic features, predict the synergy score measuring deviation from expected non-interaction effect. (1) Drug 1: CNC(=O)C1=CC=CC=C1SC2=CC3=C(C=C2)C(=NN3)C=CC4=CC=CC=N4. Drug 2: CC1=C2C(C(=O)C3(C(CC4C(C3C(C(C2(C)C)(CC1OC(=O)C(C(C5=CC=CC=C5)NC(=O)C6=CC=CC=C6)O)O)OC(=O)C7=CC=CC=C7)(CO4)OC(=O)C)O)C)OC(=O)C. Cell line: SN12C. Synergy scores: CSS=54.7, Synergy_ZIP=10.2, Synergy_Bliss=10.1, Synergy_Loewe=3.06, Synergy_HSA=11.7. (2) Drug 1: CC1=C(N=C(N=C1N)C(CC(=O)N)NCC(C(=O)N)N)C(=O)NC(C(C2=CN=CN2)OC3C(C(C(C(O3)CO)O)O)OC4C(C(C(C(O4)CO)O)OC(=O)N)O)C(=O)NC(C)C(C(C)C(=O)NC(C(C)O)C(=O)NCCC5=NC(=CS5)C6=NC(=CS6)C(=O)NCCC[S+](C)C)O. Drug 2: CN1C2=C(C=C(C=C2)N(CCCl)CCCl)N=C1CCCC(=O)O.Cl. Cell line: UACC62. Synergy scores: CSS=10.7, Synergy_ZIP=-5.02, Synergy_Bliss=4.00, Synergy_Loewe=-12.8, Synergy_HSA=2.36. (3) Drug 1: CCCCCOC(=O)NC1=NC(=O)N(C=C1F)C2C(C(C(O2)C)O)O. Drug 2: CC1=C(N=C(N=C1N)C(CC(=O)N)NCC(C(=O)N)N)C(=O)NC(C(C2=CN=CN2)OC3C(C(C(C(O3)CO)O)O)OC4C(C(C(C(O4)CO)O)OC(=O)N)O)C(=O)NC(C)C(C(C)C(=O)NC(C(C)O)C(=O)NCCC5=NC(=CS5)C6=NC(=CS6)C(=O)NCCC[S+](C)C)O. Cell line: UO-31. Synergy scores: CSS=20.2, Synergy_ZIP=-6.01, Synergy_Bliss=2.29, Synergy_Loewe=-19.2, Synergy_HSA=0.346. (4) Drug 1: C1CN1C2=NC(=NC(=N2)N3CC3)N4CC4. Drug 2: CN(CCCl)CCCl.Cl. Cell line: NCI-H522. Synergy scores: CSS=37.5, Synergy_ZIP=-9.36, Synergy_Bliss=-11.5, Synergy_Loewe=-3.22, Synergy_HSA=-1.53. (5) Synergy scores: CSS=24.1, Synergy_ZIP=-9.59, Synergy_Bliss=-1.08, Synergy_Loewe=-6.02, Synergy_HSA=-0.769. Cell line: CAKI-1. Drug 1: C1=CC=C(C=C1)NC(=O)CCCCCCC(=O)NO. Drug 2: CCC1(C2=C(COC1=O)C(=O)N3CC4=CC5=C(C=CC(=C5CN(C)C)O)N=C4C3=C2)O.Cl. (6) Drug 1: C1=CC=C(C(=C1)C(C2=CC=C(C=C2)Cl)C(Cl)Cl)Cl. Drug 2: CS(=O)(=O)OCCCCOS(=O)(=O)C. Cell line: HT29. Synergy scores: CSS=7.50, Synergy_ZIP=-2.69, Synergy_Bliss=0.355, Synergy_Loewe=-2.92, Synergy_HSA=-0.310. (7) Drug 1: CC1=C(C=C(C=C1)NC2=NC=CC(=N2)N(C)C3=CC4=NN(C(=C4C=C3)C)C)S(=O)(=O)N.Cl. Drug 2: COC1=NC(=NC2=C1N=CN2C3C(C(C(O3)CO)O)O)N. Cell line: OVCAR-8. Synergy scores: CSS=-0.600, Synergy_ZIP=-0.728, Synergy_Bliss=-2.89, Synergy_Loewe=-3.52, Synergy_HSA=-3.13.